From a dataset of Full USPTO retrosynthesis dataset with 1.9M reactions from patents (1976-2016). Predict the reactants needed to synthesize the given product. (1) Given the product [C:3]([OH:2])(=[O:29])[CH3:4].[C:23]([C:25]1[N:18]2[N:17]=[C:16]([NH:15][C:5]3[CH:6]=[CH:7][C:8]([N:9]4[CH:13]=[C:12]([CH3:14])[N:11]=[CH:10]4)=[C:3]([O:2][CH3:1])[CH:4]=3)[N:20]=[C:19]2[N:21]=[C:27]([CH3:28])[CH:26]=1)([CH3:31])([CH3:24])[CH3:22], predict the reactants needed to synthesize it. The reactants are: [CH3:1][O:2][C:3]1[CH:4]=[C:5]([NH:15][C:16]2[N:20]=[C:19]([NH2:21])[NH:18][N:17]=2)[CH:6]=[CH:7][C:8]=1[N:9]1[CH:13]=[C:12]([CH3:14])[N:11]=[CH:10]1.[CH3:22][C:23]([CH3:31])([C:25](=O)[CH2:26][C:27](=[O:29])[CH3:28])[CH3:24]. (2) Given the product [CH3:24][C:20]1[CH:19]=[C:18]2[C:23](=[CH:22][CH:21]=1)[N:14]([CH2:13][CH:9]=[O:8])[C:15](=[O:25])[CH:16]=[CH:17]2, predict the reactants needed to synthesize it. The reactants are: FC(F)(F)C(O)=O.[O:8]1CCO[CH:9]1[CH2:13][N:14]1[C:23]2[C:18](=[CH:19][C:20]([CH3:24])=[CH:21][CH:22]=2)[CH:17]=[CH:16][C:15]1=[O:25].